This data is from NCI-60 drug combinations with 297,098 pairs across 59 cell lines. The task is: Regression. Given two drug SMILES strings and cell line genomic features, predict the synergy score measuring deviation from expected non-interaction effect. (1) Drug 1: CN(C)N=NC1=C(NC=N1)C(=O)N. Drug 2: CC1CCCC2(C(O2)CC(NC(=O)CC(C(C(=O)C(C1O)C)(C)C)O)C(=CC3=CSC(=N3)C)C)C. Cell line: 786-0. Synergy scores: CSS=-2.87, Synergy_ZIP=-0.490, Synergy_Bliss=-4.40, Synergy_Loewe=-5.51, Synergy_HSA=-5.09. (2) Drug 1: C1=C(C(=O)NC(=O)N1)N(CCCl)CCCl. Drug 2: CC(C)(C#N)C1=CC(=CC(=C1)CN2C=NC=N2)C(C)(C)C#N. Cell line: MALME-3M. Synergy scores: CSS=2.90, Synergy_ZIP=-5.46, Synergy_Bliss=-5.77, Synergy_Loewe=-7.10, Synergy_HSA=-6.85. (3) Drug 1: C1=CC(=CC=C1C#N)C(C2=CC=C(C=C2)C#N)N3C=NC=N3. Drug 2: CC1C(C(CC(O1)OC2CC(CC3=C2C(=C4C(=C3O)C(=O)C5=C(C4=O)C(=CC=C5)OC)O)(C(=O)CO)O)N)O.Cl. Cell line: OVCAR3. Synergy scores: CSS=20.3, Synergy_ZIP=-2.40, Synergy_Bliss=-3.54, Synergy_Loewe=-11.2, Synergy_HSA=-2.14. (4) Drug 1: C1CCC(C1)C(CC#N)N2C=C(C=N2)C3=C4C=CNC4=NC=N3. Drug 2: CN1C(=O)N2C=NC(=C2N=N1)C(=O)N. Cell line: HCC-2998. Synergy scores: CSS=-8.65, Synergy_ZIP=5.18, Synergy_Bliss=0.813, Synergy_Loewe=-2.17, Synergy_HSA=-5.58. (5) Drug 1: C1=CC(=CC=C1CCC2=CNC3=C2C(=O)NC(=N3)N)C(=O)NC(CCC(=O)O)C(=O)O. Drug 2: CC(C)(C#N)C1=CC(=CC(=C1)CN2C=NC=N2)C(C)(C)C#N. Cell line: HT29. Synergy scores: CSS=37.5, Synergy_ZIP=2.46, Synergy_Bliss=2.06, Synergy_Loewe=-8.87, Synergy_HSA=1.24. (6) Drug 1: CC12CCC3C(C1CCC2=O)CC(=C)C4=CC(=O)C=CC34C. Drug 2: CC1C(C(CC(O1)OC2CC(CC3=C2C(=C4C(=C3O)C(=O)C5=C(C4=O)C(=CC=C5)OC)O)(C(=O)CO)O)N)O.Cl. Cell line: HS 578T. Synergy scores: CSS=45.0, Synergy_ZIP=2.75, Synergy_Bliss=4.29, Synergy_Loewe=1.78, Synergy_HSA=4.74. (7) Drug 2: C1CN(P(=O)(OC1)NCCCl)CCCl. Synergy scores: CSS=34.5, Synergy_ZIP=-7.08, Synergy_Bliss=-2.30, Synergy_Loewe=-21.8, Synergy_HSA=-2.66. Cell line: SN12C. Drug 1: C1=C(C(=O)NC(=O)N1)N(CCCl)CCCl. (8) Drug 1: C1CCC(C(C1)N)N.C(=O)(C(=O)[O-])[O-].[Pt+4]. Drug 2: C1CN(P(=O)(OC1)NCCCl)CCCl. Cell line: PC-3. Synergy scores: CSS=-3.71, Synergy_ZIP=-16.7, Synergy_Bliss=-37.5, Synergy_Loewe=-42.8, Synergy_HSA=-42.5.